From a dataset of Full USPTO retrosynthesis dataset with 1.9M reactions from patents (1976-2016). Predict the reactants needed to synthesize the given product. (1) Given the product [C:1]([O-:8])(=[O:7])/[CH:2]=[CH:3]/[C:4]([O-:6])=[O:5].[OH:31][CH:12]1[CH:11]([NH+:10]([CH3:9])[CH3:32])[C:25]2=[CH:26][CH:22]([O:23][C:24]2=[O:27])[CH:21]2[CH:17]([O:18][C:19](=[O:29])[CH:20]2[CH3:28])[CH2:16][C:15]2([CH3:30])[CH:13]1[O:14]2.[OH:31][CH:12]1[CH:11]([NH+:10]([CH3:9])[CH3:32])[C:25]2=[CH:26][CH:22]([O:23][C:24]2=[O:27])[CH:21]2[CH:17]([O:18][C:19](=[O:29])[CH:20]2[CH3:28])[CH2:16][C:15]2([CH3:30])[CH:13]1[O:14]2, predict the reactants needed to synthesize it. The reactants are: [C:1]([OH:8])(=[O:7])/[CH:2]=[CH:3]/[C:4]([OH:6])=[O:5].[CH3:9][N:10]([CH3:32])[CH:11]1[C:25]2=[CH:26][CH:22]([O:23][C:24]2=[O:27])[CH:21]2[CH:17]([O:18][C:19](=[O:29])[CH:20]2[CH3:28])[CH2:16][C:15]2([CH3:30])[CH:13]([O:14]2)[CH:12]1[OH:31].CC(C)=O. (2) Given the product [Cl:17][C:18]1[CH:29]=[CH:28][C:21]([C:22]([C:2]2[CH:3]=[CH:4][C:5]3[N:9]=[C:8]([CH3:10])[NH:7][C:6]=3[CH:11]=2)=[O:23])=[CH:20][C:19]=1[S:30]([NH2:31])(=[O:33])=[O:32], predict the reactants needed to synthesize it. The reactants are: Br[C:2]1[CH:3]=[CH:4][C:5]2[N:9]=[C:8]([CH3:10])[NH:7][C:6]=2[CH:11]=1.C([Li])(C)(C)C.[Cl:17][C:18]1[CH:29]=[CH:28][C:21]([C:22](N(OC)C)=[O:23])=[CH:20][C:19]=1[S:30](=[O:33])(=[O:32])[NH2:31]. (3) The reactants are: [N:1]1[CH:6]=[C:5]([CH:7]2[CH2:12][CH2:11][CH2:10][N:8]2[CH3:9])[CH:4]=[CH:3][CH:2]=1.[CH2:13]([OH:29])[CH2:14][CH2:15][CH2:16][CH2:17][CH2:18][CH2:19][CH2:20][CH2:21][CH2:22][CH2:23][CH2:24][CH2:25][CH2:26][CH2:27][CH3:28]. Given the product [N:1]1[CH:6]=[C:5]([CH:7]2[CH2:12][CH2:11][CH2:10][N:8]2[CH3:9])[CH:4]=[CH:3][CH:2]=1.[CH2:13]([OH:29])[CH2:14][CH2:15][CH2:16][CH2:17][CH2:18][CH2:19][CH2:20][CH2:21][CH2:22][CH2:23][CH2:24][CH2:25][CH2:26][CH2:27][CH3:28], predict the reactants needed to synthesize it. (4) Given the product [C:23]([C:7]1[C:8]2[C:13](=[CH:12][CH:11]=[C:10]([O:16][C:17]3[CH:22]=[CH:21][CH:20]=[CH:19][CH:18]=3)[CH:9]=2)[C:14]([OH:15])=[C:5]([C:3]([NH:25][CH:26]([CH3:31])[CH2:27][C:28]([OH:30])=[O:29])=[O:4])[N:6]=1)#[N:24], predict the reactants needed to synthesize it. The reactants are: CO[C:3]([C:5]1[N:6]=[C:7]([C:23]#[N:24])[C:8]2[C:13]([C:14]=1[OH:15])=[CH:12][CH:11]=[C:10]([O:16][C:17]1[CH:22]=[CH:21][CH:20]=[CH:19][CH:18]=1)[CH:9]=2)=[O:4].[NH2:25][CH:26]([CH3:31])[CH2:27][C:28]([OH:30])=[O:29].C[O-].[Na+].CO.